This data is from Full USPTO retrosynthesis dataset with 1.9M reactions from patents (1976-2016). The task is: Predict the reactants needed to synthesize the given product. (1) Given the product [CH3:23][C@H:19]([O:18][C:16]1[CH:15]=[C:4]([CH:3]=[C:2]([O:1][C:25]2[CH:37]=[N:36][C:28]3[C:29](=[O:35])[N:30]([CH3:34])[CH2:31][CH2:32][O:33][C:27]=3[CH:26]=2)[CH:17]=1)[C:5]([NH:7][C:8]1[CH:13]=[N:12][C:11]([CH3:14])=[CH:10][N:9]=1)=[O:6])[CH2:20][O:21][CH3:22], predict the reactants needed to synthesize it. The reactants are: [OH:1][C:2]1[CH:3]=[C:4]([CH:15]=[C:16]([O:18][C@@H:19]([CH3:23])[CH2:20][O:21][CH3:22])[CH:17]=1)[C:5]([NH:7][C:8]1[CH:13]=[N:12][C:11]([CH3:14])=[CH:10][N:9]=1)=[O:6].F[C:25]1[CH:37]=[N:36][C:28]2[C:29](=[O:35])[N:30]([CH3:34])[CH2:31][CH2:32][O:33][C:27]=2[CH:26]=1.C(=O)([O-])[O-].[K+].[K+]. (2) Given the product [Si:21]([O:20][C@H:13]1[C@H:12]([CH2:28][CH3:29])[NH:11][C:15](=[O:16])[CH2:14]1)([C:24]([CH3:27])([CH3:26])[CH3:25])([CH3:23])[CH3:22].[Si:21]([O:20][C@@H:13]1[C@H:12]([CH2:28][CH3:29])[NH:11][C:15](=[O:16])[CH2:14]1)([C:24]([CH3:27])([CH3:26])[CH3:25])([CH3:23])[CH3:22], predict the reactants needed to synthesize it. The reactants are: C(OC([NH:11][C@@H:12]([CH2:28][CH3:29])[CH:13]([O:20][Si:21]([C:24]([CH3:27])([CH3:26])[CH3:25])([CH3:23])[CH3:22])[CH2:14][C:15](OCC)=[O:16])=O)C1C=CC=CC=1. (3) Given the product [C:10]([O:14][C:15](=[O:49])[N:16]([C@H:18]([C:20](=[O:48])[NH:21][C@@H:22]1[C:28](=[O:29])[N:27]([CH2:30][C:31]2[C:40]3[C:35](=[CH:36][C:37]([Br:41])=[CH:38][CH:39]=3)[CH:34]=[CH:33][C:32]=2[O:42][CH3:43])[C:26]2[CH:44]=[CH:45][CH:46]=[CH:47][C:25]=2[N:24]([C:1](=[O:8])[C:2]2[CH:7]=[CH:6][CH:5]=[CH:4][CH:3]=2)[CH2:23]1)[CH3:19])[CH3:17])([CH3:11])([CH3:12])[CH3:13], predict the reactants needed to synthesize it. The reactants are: [C:1](Cl)(=[O:8])[C:2]1[CH:7]=[CH:6][CH:5]=[CH:4][CH:3]=1.[C:10]([O:14][C:15](=[O:49])[N:16]([C@H:18]([C:20](=[O:48])[NH:21][C@@H:22]1[C:28](=[O:29])[N:27]([CH2:30][C:31]2[C:40]3[C:35](=[CH:36][C:37]([Br:41])=[CH:38][CH:39]=3)[CH:34]=[CH:33][C:32]=2[O:42][CH3:43])[C:26]2[CH:44]=[CH:45][CH:46]=[CH:47][C:25]=2[NH:24][CH2:23]1)[CH3:19])[CH3:17])([CH3:13])([CH3:12])[CH3:11].N1C=CC=CC=1.